Dataset: Forward reaction prediction with 1.9M reactions from USPTO patents (1976-2016). Task: Predict the product of the given reaction. (1) Given the reactants [Cl:1][C:2]1[N:6]2[C:7]([CH2:12][C:13]3[CH:18]=[CH:17][C:16]([F:19])=[C:15]([C:20]([N:22]4[CH2:27][CH2:26][NH:25][CH2:24][CH2:23]4)=[O:21])[CH:14]=3)=[CH:8][NH:9][C:10](=[O:11])[C:5]2=[CH:4][C:3]=1[Cl:28].[F:29][C:30]1[CH:35]=[CH:34][CH:33]=[C:32]([N:36]=[C:37]=[O:38])[CH:31]=1, predict the reaction product. The product is: [Cl:1][C:2]1[N:6]2[C:7]([CH2:12][C:13]3[CH:18]=[CH:17][C:16]([F:19])=[C:15]([CH:14]=3)[C:20]([N:22]3[CH2:23][CH2:24][N:25]([C:37]([NH:36][C:32]4[CH:33]=[CH:34][CH:35]=[C:30]([F:29])[CH:31]=4)=[O:38])[CH2:26][CH2:27]3)=[O:21])=[CH:8][NH:9][C:10](=[O:11])[C:5]2=[CH:4][C:3]=1[Cl:28]. (2) Given the reactants [F:1][C:2]1[CH:20]=[CH:19][C:5]([CH2:6][O:7][C:8]2[CH:13]=[CH:12][N:11]=[C:10]3[C:14]([CH3:18])=[C:15]([CH3:17])[NH:16][C:9]=23)=[CH:4][CH:3]=1.CC(C)([O-])C.[K+].C1OCCOCCOCCOCCOCCOC1.[Cl:45][C:46]1[CH:53]=[CH:52][C:49]([CH2:50]Cl)=[CH:48][CH:47]=1, predict the reaction product. The product is: [ClH:45].[Cl:45][C:46]1[CH:53]=[CH:52][C:49]([CH2:50][N:16]2[C:9]3[C:10](=[N:11][CH:12]=[CH:13][C:8]=3[O:7][CH2:6][C:5]3[CH:19]=[CH:20][C:2]([F:1])=[CH:3][CH:4]=3)[C:14]([CH3:18])=[C:15]2[CH3:17])=[CH:48][CH:47]=1. (3) Given the reactants [NH2:1][C:2]1[N:7]=[C:6]([N:8]2[C:12]3[CH:13]=[C:14](Br)[CH:15]=[CH:16][C:11]=3[N:10]=[C:9]2[O:18][CH2:19][CH2:20][OH:21])[CH:5]=[CH:4][N:3]=1.[CH3:22][C:23]1[O:27][N:26]=[C:25]([C:28]([OH:32])([C:30]#[CH:31])[CH3:29])[CH:24]=1.C(N(CC)CC)C, predict the reaction product. The product is: [NH2:1][C:2]1[N:7]=[C:6]([N:8]2[C:12]3[CH:13]=[C:14]([C:31]#[C:30][C:28]([C:25]4[CH:24]=[C:23]([CH3:22])[O:27][N:26]=4)([OH:32])[CH3:29])[CH:15]=[CH:16][C:11]=3[N:10]=[C:9]2[O:18][CH2:19][CH2:20][OH:21])[CH:5]=[CH:4][N:3]=1. (4) Given the reactants [CH3:1][O:2][N:3]1[C:8](=[O:9])[CH:7]=[CH:6][C:5]([C:10]([O:12]C)=[O:11])=[CH:4]1.C[Si](C)(C)[O-].[K+].CO, predict the reaction product. The product is: [CH3:1][O:2][N:3]1[C:8](=[O:9])[CH:7]=[CH:6][C:5]([C:10]([OH:12])=[O:11])=[CH:4]1. (5) Given the reactants [CH2:1]([C:7]1[CH:8]=[C:9]([C:13]2[NH:14][C:15]([I:19])=[C:16]([I:18])[N:17]=2)[CH:10]=[CH:11][CH:12]=1)[CH2:2][CH2:3][CH2:4][CH2:5][CH3:6].[H-].[Na+].I[CH3:23], predict the reaction product. The product is: [CH2:1]([C:7]1[CH:8]=[C:9]([C:13]2[N:14]([CH3:23])[C:15]([I:19])=[C:16]([I:18])[N:17]=2)[CH:10]=[CH:11][CH:12]=1)[CH2:2][CH2:3][CH2:4][CH2:5][CH3:6].